This data is from Forward reaction prediction with 1.9M reactions from USPTO patents (1976-2016). The task is: Predict the product of the given reaction. (1) Given the reactants Cl.C(OC([N:9]1[CH2:13][CH2:12][CH2:11][C@@H:10]1[CH2:14][N:15]([CH2:52][C:53]1[CH:58]=[CH:57][C:56]([F:59])=[CH:55][CH:54]=1)[CH2:16][C:17]1[CH:22]=[C:21]([C:23]2[CH:50]=[CH:49][C:26]3[N:27](C(C4C=CC=CC=4)(C4C=CC=CC=4)C4C=CC=CC=4)[N:28]=[N:29][C:25]=3[CH:24]=2)[CH:20]=[CH:19][C:18]=1[F:51])=O)(C)(C)C, predict the reaction product. The product is: [NH:27]1[C:26]2[CH:49]=[CH:50][C:23]([C:21]3[CH:20]=[CH:19][C:18]([F:51])=[C:17]([CH:22]=3)[CH2:16][N:15]([CH2:52][C:53]3[CH:58]=[CH:57][C:56]([F:59])=[CH:55][CH:54]=3)[CH2:14][C@H:10]3[CH2:11][CH2:12][CH2:13][NH:9]3)=[CH:24][C:25]=2[N:29]=[N:28]1. (2) Given the reactants [Cl-].[C:2]([CH:10]1[CH2:15][CH2:14][NH2+:13][CH2:12][CH2:11]1)(=[O:9])[C:3]1[CH:8]=[CH:7][CH:6]=[CH:5][CH:4]=1.[CH3:16][C:17]([O:20][C:21](O[C:21]([O:20][C:17]([CH3:19])([CH3:18])[CH3:16])=[O:22])=[O:22])([CH3:19])[CH3:18].CCCCCC, predict the reaction product. The product is: [C:2]([CH:10]1[CH2:15][CH2:14][N:13]([C:21]([O:20][C:17]([CH3:19])([CH3:18])[CH3:16])=[O:22])[CH2:12][CH2:11]1)(=[O:9])[C:3]1[CH:8]=[CH:7][CH:6]=[CH:5][CH:4]=1.